Dataset: Catalyst prediction with 721,799 reactions and 888 catalyst types from USPTO. Task: Predict which catalyst facilitates the given reaction. (1) The catalyst class is: 1. Product: [CH2:9]([O:8][C:6](=[O:7])[CH:5]([CH:4]=[O:11])[CH:14]=[O:15])[CH3:10]. Reactant: C(O[CH:4]([O:11]CC)[CH2:5][C:6]([O:8][CH2:9][CH3:10])=[O:7])C.[CH:14](OCC)=[O:15].C(O[K])(C)(C)C. (2) Reactant: [CH3:1][O:2][C:3]1[CH:4]=[C:5]([C:11](=[CH:14][N:15](C)C)[C:12]#[N:13])[CH:6]=[C:7]([O:9][CH3:10])[CH:8]=1.O.[NH2:19]N.C(O)(=O)C.C1(C)C=CC=CC=1. Product: [CH3:10][O:9][C:7]1[CH:6]=[C:5]([C:11]2[C:14]([NH2:15])=[N:19][NH:13][CH:12]=2)[CH:4]=[C:3]([O:2][CH3:1])[CH:8]=1. The catalyst class is: 6.